The task is: Predict which catalyst facilitates the given reaction.. This data is from Catalyst prediction with 721,799 reactions and 888 catalyst types from USPTO. (1) Reactant: [NH:1]1[CH:5]=[CH:4][C:3]([O:6][CH2:7][C:8]2[C:13]([CH3:14])=[CH:12][CH:11]=[CH:10][C:9]=2[N:15]2[C:19](=[O:20])[N:18]([CH3:21])[N:17]=[N:16]2)=[N:2]1.[NH:22]1[C:30]2[C:25](=[CH:26][CH:27]=[CH:28][CH:29]=2)[CH:24]=[CH:23]1.II.C([O-])=O.[NH4+]. Product: [CH3:21][N:18]1[C:19](=[O:20])[N:15]([C:9]2[CH:10]=[CH:11][CH:12]=[C:13]([CH3:14])[C:8]=2[CH2:7][O:6][C:3]2[CH:4]=[CH:5][N:1]([C:23]3[NH:22][C:30]4[C:25]([CH:24]=3)=[CH:26][CH:27]=[CH:28][CH:29]=4)[N:2]=2)[N:16]=[N:17]1. The catalyst class is: 192. (2) Reactant: [N:1]1[C:9]([N:10]2[CH2:15][CH2:14][CH:13]([CH:16]=O)[CH2:12][CH2:11]2)=[C:8]2[C:4]([NH:5][CH:6]=[N:7]2)=[N:3][CH:2]=1.[C:18]([CH:20](C)[C:21]([NH2:23])=[O:22])#[N:19].[CH:25]1C=CC(P(C2C=CC=CC=2)C2C=CC=CC=2)=CC=1. Product: [N:1]1[C:9]([N:10]2[CH2:11][CH2:12][CH:13]([CH:16]=[C:20]([C:18]#[N:19])[C:21]([NH:23][CH3:25])=[O:22])[CH2:14][CH2:15]2)=[C:8]2[C:4]([NH:5][CH:6]=[N:7]2)=[N:3][CH:2]=1. The catalyst class is: 49. (3) Reactant: [Br:1][C:2]1[CH:3]=[C:4]2[C:8](=[CH:9][CH:10]=1)[NH:7][C:6](=[O:11])[C:5]2([OH:15])[C:12]#[C:13][CH3:14].[CH3:16]C(C)([O-])C.[K+].C1(C)C=CC(S(OC)(=O)=O)=CC=1.[Cl-].[NH4+]. Product: [Br:1][C:2]1[CH:3]=[C:4]2[C:8](=[CH:9][CH:10]=1)[NH:7][C:6](=[O:11])[C:5]2([O:15][CH3:16])[C:12]#[C:13][CH3:14]. The catalyst class is: 3. (4) Reactant: [CH3:1][O:2][C:3]1[CH:4]=[C:5]2[C:10](=[CH:11][C:12]=1[O:13][CH2:14][CH:15]1[CH2:17][O:16]1)[N:9]=[CH:8][CH:7]=[C:6]2[O:18][C:19]1[C:20]([CH3:29])=[N:21][C:22]2[C:27]([CH:28]=1)=[CH:26][N:25]=[CH:24][CH:23]=2.FC(F)(F)C(O)=[O:33].[OH-].[Na+].O. Product: [CH3:1][O:2][C:3]1[CH:4]=[C:5]2[C:10](=[CH:11][C:12]=1[O:13][CH2:14][CH:15]([OH:33])[CH2:17][OH:16])[N:9]=[CH:8][CH:7]=[C:6]2[O:18][C:19]1[C:20]([CH3:29])=[N:21][C:22]2[C:27]([CH:28]=1)=[CH:26][N:25]=[CH:24][CH:23]=2. The catalyst class is: 2. (5) Reactant: C([O:3][C:4]([CH:6]1[CH2:11][CH2:10][N:9]([CH2:12][C@H:13]2[N:18]([C:19]([C:21]3[CH:25]=[C:24]([CH3:26])[N:23]([C:27]4[CH:32]=[CH:31][CH:30]=[CH:29][CH:28]=4)[C:22]=3[C:33]3[CH:38]=[CH:37][CH:36]=[CH:35][CH:34]=3)=[O:20])[CH2:17][CH2:16][N:15]([C:39]([O:41][C:42]([CH3:45])([CH3:44])[CH3:43])=[O:40])[CH2:14]2)[CH2:8][CH2:7]1)=[O:5])C.[OH-].[Li+].Cl. Product: [C:42]([O:41][C:39]([N:15]1[CH2:16][CH2:17][N:18]([C:19]([C:21]2[CH:25]=[C:24]([CH3:26])[N:23]([C:27]3[CH:32]=[CH:31][CH:30]=[CH:29][CH:28]=3)[C:22]=2[C:33]2[CH:34]=[CH:35][CH:36]=[CH:37][CH:38]=2)=[O:20])[C@H:13]([CH2:12][N:9]2[CH2:8][CH2:7][CH:6]([C:4]([OH:5])=[O:3])[CH2:11][CH2:10]2)[CH2:14]1)=[O:40])([CH3:45])([CH3:43])[CH3:44]. The catalyst class is: 823.